Dataset: Full USPTO retrosynthesis dataset with 1.9M reactions from patents (1976-2016). Task: Predict the reactants needed to synthesize the given product. (1) Given the product [CH3:1][C:2]1[CH:7]=[C:6]([O:8][CH2:9][C:10]2([CH3:14])[CH2:13][O:12][CH2:11]2)[CH:5]=[CH:4][C:3]=1[C:15]1[C:16]2[CH:23]=[C:22]([CH2:24][O:25][C:26]3[CH:27]=[CH:28][C:29]([C@@H:32]([C:39]#[C:40][CH3:41])[CH2:33][C:34]([OH:36])=[O:35])=[CH:30][CH:31]=3)[CH:21]=[CH:20][C:17]=2[S:18][CH:19]=1, predict the reactants needed to synthesize it. The reactants are: [CH3:1][C:2]1[CH:7]=[C:6]([O:8][CH2:9][C:10]2([CH3:14])[CH2:13][O:12][CH2:11]2)[CH:5]=[CH:4][C:3]=1[C:15]1[C:16]2[CH:23]=[C:22]([CH2:24][O:25][C:26]3[CH:31]=[CH:30][C:29]([C@@H:32]([C:39]#[C:40][CH3:41])[CH2:33][C:34]([O:36]CC)=[O:35])=[CH:28][CH:27]=3)[CH:21]=[CH:20][C:17]=2[S:18][CH:19]=1.[Li+].[OH-].Cl. (2) Given the product [CH3:39][O:38][C:35]1[CH:36]=[CH:37][C:32]2[NH:31][C:11](=[O:12])[CH:10]([NH:14][C:15](=[O:16])[O:17][CH2:18][C:19]3[CH:24]=[CH:23][CH:22]=[CH:21][CH:20]=3)[N:1]=[C:40]([C:42]3[CH:47]=[CH:46][CH:45]=[CH:44][CH:43]=3)[C:33]=2[CH:34]=1, predict the reactants needed to synthesize it. The reactants are: [N:1]1([CH:10]([NH:14][C:15]([O:17][CH2:18][C:19]2[CH:24]=[CH:23][CH:22]=[CH:21][CH:20]=2)=[O:16])[C:11](O)=[O:12])C2C=CC=CC=2N=N1.C(Cl)(=O)C(Cl)=O.[NH2:31][C:32]1[CH:37]=[CH:36][C:35]([O:38][CH3:39])=[CH:34][C:33]=1[C:40]([C:42]1[CH:47]=[CH:46][CH:45]=[CH:44][CH:43]=1)=O.CN1CCOCC1. (3) Given the product [Cl:1][C:2]1[C:11]2[C:6](=[C:7]([CH3:14])[CH:8]=[C:9]([S:20]([CH3:24])(=[O:22])=[O:19])[CH:10]=2)[N:5]=[N:4][C:3]=1[C:15]([NH2:17])=[O:16], predict the reactants needed to synthesize it. The reactants are: [Cl:1][C:2]1[C:11]2[C:6](=[C:7]([CH3:14])[CH:8]=[C:9](SC)[CH:10]=2)[N:5]=[N:4][C:3]=1[C:15]([NH2:17])=[O:16].O[O:19][S:20]([O-:22])=O.[K+].[CH3:24]N(C)C=O. (4) Given the product [CH:33]1[C:38]([C:39]2[O:49][C:48]3[CH:47]=[C:46]([OH:50])[CH:45]=[C:44]([OH:51])[C:43]=3[C:41](=[O:42])[C:40]=2[OH:52])=[CH:37][CH:36]=[C:35]([OH:53])[CH:34]=1, predict the reactants needed to synthesize it. The reactants are: C1C(/C=C/C(O)=O)=CC=C(O)C=1.C1C([C@H]2OC3C=C(O)C=C(O)C=3C(=O)C2)=CC=C(O)C=1.[CH:33]1[C:38]([C@H:39]2[O:49][C:48]3[CH:47]=[C:46]([OH:50])[CH:45]=[C:44]([OH:51])[C:43]=3[C:41](=[O:42])[C@@H:40]2[OH:52])=[CH:37][CH:36]=[C:35]([OH:53])[CH:34]=1.